Predict the reactants needed to synthesize the given product. From a dataset of Full USPTO retrosynthesis dataset with 1.9M reactions from patents (1976-2016). Given the product [NH2:17][CH2:16][CH2:15][C:12]1[CH:13]=[CH:14][C:9]([OH:8])=[CH:10][C:11]=1[O:18][CH2:19][O:24][CH3:22], predict the reactants needed to synthesize it. The reactants are: C([O:8][C:9]1[CH:14]=[CH:13][C:12]([CH2:15][CH2:16][NH2:17])=[C:11]([O:18][CH3:19])[C:10]=1OC)C1C=CC=CC=1.[CH2:22]([OH:24])C.